Dataset: Experimentally validated miRNA-target interactions with 360,000+ pairs, plus equal number of negative samples. Task: Binary Classification. Given a miRNA mature sequence and a target amino acid sequence, predict their likelihood of interaction. (1) The miRNA is mmu-miR-466g with sequence AUACAGACACAUGCACACACA. The protein sequence of the target gene is MELHFGSCLSGCLALLVLLPSLSLAQYEGWPYQLQYPEYFQQPAPEHHQRQVPSDVVKIQVRLAGQKRKHNEGRVEVYYEGQWGTVCDDDFSIHAAHVVCRQVGYVEAKSWAASSSYGPGEGPIWLDNIYCTGKESTLASCSSNGWGVTDCKHTEDVGVVCSEKRIPGFKFDNSLINQIESLNIQVEDIRIRPILSAFRHRKPVTEGYVEVKEGKAWKQICNKHWTAKNSHVVCGMFGFPAEKTYNPKAYKTFASRRKLRYWKFSMNCTGTEAHISSCKLGPSVTRDPVKNATCENGQPA.... Result: 1 (interaction). (2) The miRNA is hsa-miR-30a-5p with sequence UGUAAACAUCCUCGACUGGAAG. The protein sequence of the target gene is MGAALGTGTRLAPWPGRACGALPRWTPTAPAQGCHSKPGPARPVPLKKRGYDVTRNPHLNKGMAFTLEERLQLGIHGLIPPCFLSQDVQLLRIMRYYERQQSDLDKYIILMTLQDRNEKLFYRVLTSDVEKFMPIVYTPTVGLACQHYGLTFRRPRGLFITIHDKGHLATMLNSWPEDNIKAVVVTDGERILGLGDLGCYGMGIPVGKLALYTACGGVNPQQCLPVLLDVGTNNEELLRDPLYIGLKHQRVHGKAYDDLLDEFMQAVTDKFGINCLIQFEDFANANAFRLLNKYRNKYCM.... Result: 1 (interaction). (3) The miRNA is hsa-miR-516a-5p with sequence UUCUCGAGGAAAGAAGCACUUUC. The protein sequence of the target gene is MVPVLLILVGALATLQADLLNHKKFLLLPPVNFTIKATGLAQVLLHWDPNPDQEQRHVDLEYHVKINAPQEDEYDTRKTESKCVTPLHEGFAASVRTILKSSHTTLASSWVSAELKAPPGSPGTSVTNLTCTTHTVVSSHTHLRPYQVSLRCTWLVGKDAPEDTQYFLYYRFGVLTEKCQEYSRDALNRNTACWFPRTFINSKGFEQLAVHINGSSKRAAIKPFDQLFSPLAIDQVNPPRNVTVEIESNSLYIQWEKPLSAFPDHCFNYELKIYNTKNGHIQKEKLIANKFISKIDDVST.... Result: 0 (no interaction).